This data is from Reaction yield outcomes from USPTO patents with 853,638 reactions. The task is: Predict the reaction yield, written as a fraction of the theoretical maximum amount of product (1.0 means a 100% yield; for example, 0.34 means a 34% yield). (1) The reactants are [NH:1]1[CH2:6][CH2:5][O:4][CH2:3][CH2:2]1.[CH2:7]([CH:9]1[O:11][CH2:10]1)[Cl:8]. The catalyst is C(O)C. The product is [Cl:8][CH2:7][CH:9]([OH:11])[CH2:10][N:1]1[CH2:6][CH2:5][O:4][CH2:3][CH2:2]1. The yield is 0.370. (2) The product is [OH:27][C:28]1[CH:35]=[CH:34][C:31]([CH2:32][NH:33][C:2]2[N:10]=[CH:9][N:8]=[C:7]3[C:3]=2[N:4]=[CH:5][N:6]3[CH:11]2[CH2:16][CH2:15][CH2:14][CH2:13][O:12]2)=[CH:30][CH:29]=1. The yield is 0.800. The catalyst is C(O)CC. The reactants are Cl[C:2]1[N:10]=[CH:9][N:8]=[C:7]2[C:3]=1[N:4]=[CH:5][N:6]2[CH:11]1[CH2:16][CH2:15][CH2:14][CH2:13][O:12]1.ClC1N=CN=C2C=1NC=N2.[OH:27][C:28]1[CH:35]=[CH:34][C:31]([CH2:32][NH2:33])=[CH:30][CH:29]=1.C(N(CC)CC)C. (3) The reactants are [F:1][C:2]([F:25])([F:24])[C:3]1[CH:19]=[C:18]([C:20]([F:23])([F:22])[F:21])[CH:17]=[CH:16][C:4]=1[CH2:5][O:6][C:7]1[CH:14]=[CH:13][C:10]([CH:11]=O)=[CH:9][C:8]=1[F:15].[CH3:26][NH:27][C:28]1[CH2:32][S:31][C:30](=[O:33])[N:29]=1.CC(C)([O-])C.[K+].O. The catalyst is C(O)C. The product is [F:25][C:2]([F:1])([F:24])[C:3]1[CH:19]=[C:18]([C:20]([F:23])([F:22])[F:21])[CH:17]=[CH:16][C:4]=1[CH2:5][O:6][C:7]1[CH:14]=[CH:13][C:10](/[CH:11]=[C:32]2/[C:28]([NH:27][CH3:26])=[N:29][C:30](=[O:33])[S:31]/2)=[CH:9][C:8]=1[F:15]. The yield is 0.680. (4) The reactants are [N+:1]([O-:4])(O)=[O:2].[CH3:5][C:6]1([CH3:16])[O:10][B:9]([OH:11])[C:8]2[CH:12]=[CH:13][CH:14]=[CH:15][C:7]1=2. The catalyst is [N+](C1C=CC=CC=1)([O-])=O. The product is [CH3:5][C:6]1([CH3:16])[O:10][B:9]([OH:11])[C:8]2[CH:12]=[C:13]([N+:1]([O-:4])=[O:2])[CH:14]=[CH:15][C:7]1=2. The yield is 0.518. (5) The reactants are C([S:4][CH:5]1[CH2:8][N:7]([C:9]2[S:10][CH:11]=[C:12]([C:14](=[O:23])[N:15]([CH2:19][C:20](=[O:22])[NH2:21])[CH:16]([CH3:18])[CH3:17])[N:13]=2)[CH2:6]1)(=O)C.C(O)(=O)C.NN.C1(P(O[C:45]2[C@H:46]([CH3:69])[C@H:47]3[C@@H:64]([C@H:65]([OH:67])[CH3:66])[C:63](=[O:68])[N:48]3[C:49]=2[C:50]([O:52][CH2:53][C:54]2[CH:59]=[CH:58][C:57]([N+:60]([O-:62])=[O:61])=[CH:56][CH:55]=2)=[O:51])(C2C=CC=CC=2)=O)C=CC=CC=1.C(N(C(C)C)CC)(C)C.C(=O)([O-])O.[Na+]. The catalyst is CN(C)C=O.C(#N)C.C(OCC)(=O)C.CO.C(OCC)(=O)C. The product is [C:20]([CH2:19][N:15]([CH:16]([CH3:18])[CH3:17])[C:14]([C:12]1[N:13]=[C:9]([N:7]2[CH2:6][CH:5]([S:4][C:45]3[C@H:46]([CH3:69])[C@@H:47]4[C@@H:64]([C@H:65]([OH:67])[CH3:66])[C:63](=[O:68])[N:48]4[C:49]=3[C:50]([O:52][CH2:53][C:54]3[CH:59]=[CH:58][C:57]([N+:60]([O-:62])=[O:61])=[CH:56][CH:55]=3)=[O:51])[CH2:8]2)[S:10][CH:11]=1)=[O:23])(=[O:22])[NH2:21]. The yield is 0.560. (6) The reactants are [I:1]N1C(=O)CCC1=O.[F:9][C:10]1[CH:34]=[CH:33][C:13]([C:14]([N:16]2[CH2:21][CH2:20][N:19]3[N:22]=[C:23]([CH2:25][O:26][C:27]4[CH:32]=[CH:31][CH:30]=[CH:29][CH:28]=4)[CH:24]=[C:18]3[CH2:17]2)=[O:15])=[CH:12][CH:11]=1. The catalyst is C(Cl)(Cl)Cl. The product is [F:9][C:10]1[CH:11]=[CH:12][C:13]([C:14]([N:16]2[CH2:21][CH2:20][N:19]3[N:22]=[C:23]([CH2:25][O:26][C:27]4[CH:32]=[CH:31][CH:30]=[CH:29][CH:28]=4)[C:24]([I:1])=[C:18]3[CH2:17]2)=[O:15])=[CH:33][CH:34]=1. The yield is 0.960.